From a dataset of Reaction yield outcomes from USPTO patents with 853,638 reactions. Predict the reaction yield, written as a fraction of the theoretical maximum amount of product (1.0 means a 100% yield; for example, 0.34 means a 34% yield). (1) The reactants are C1CO[C:8]2[CH:7]=[CH:6][C:5]([NH:11][C:12]3[C:17]([F:18])=[CH:16][N:15]=[C:14]([NH:19][C:20]4[CH:25]=[CH:24][CH:23]=[C:22](O)[CH:21]=4)[N:13]=3)=[CH:4][C:3]=2[O:2]1.ClC1N=C(NC2C=CC=C(O)C=2)C(F)=C[N:29]=1.N1C=CC=CC=1CN. No catalyst specified. The product is [F:18][C:17]1[C:12]([NH:11][C:5]2[CH:6]=[CH:7][CH:8]=[C:3]([OH:2])[CH:4]=2)=[N:13][C:14]([NH:19][CH2:20][C:25]2[CH:24]=[CH:23][CH:22]=[CH:21][N:29]=2)=[N:15][CH:16]=1. The yield is 0.620. (2) The reactants are [Br:1][C:2]1[C:3]([F:12])=[C:4]2[C:10]([NH2:11])=[CH:9][NH:8][C:5]2=[N:6][CH:7]=1.[CH3:13][O:14][C:15]1[CH:29]=[CH:28][C:18]([CH2:19][N:20]2[CH:24]=[C:23]([C:25](O)=[O:26])[CH:22]=[N:21]2)=[CH:17][CH:16]=1.C1N(P(Cl)(N2C(=O)OCC2)=O)C(=O)OC1.C(N(CC)CC)C. The catalyst is C(Cl)Cl. The product is [Br:1][C:2]1[C:3]([F:12])=[C:4]2[C:10]([NH:11][C:25]([C:23]3[CH:22]=[N:21][N:20]([CH2:19][C:18]4[CH:28]=[CH:29][C:15]([O:14][CH3:13])=[CH:16][CH:17]=4)[CH:24]=3)=[O:26])=[CH:9][NH:8][C:5]2=[N:6][CH:7]=1. The yield is 0.390.